This data is from Full USPTO retrosynthesis dataset with 1.9M reactions from patents (1976-2016). The task is: Predict the reactants needed to synthesize the given product. (1) Given the product [Si:15]([O:22][CH2:23][CH2:24][CH2:25][C:26]1[C:3]2[C:2](=[CH:7][CH:6]=[C:5]([CH2:8][S:9]([NH:12][CH3:13])(=[O:11])=[O:10])[CH:4]=2)[NH:1][C:27]=1[Si:28]([CH3:29])([CH3:30])[CH3:31])([C:18]([CH3:21])([CH3:20])[CH3:19])([CH3:17])[CH3:16], predict the reactants needed to synthesize it. The reactants are: [NH2:1][C:2]1[CH:7]=[CH:6][C:5]([CH2:8][S:9]([NH:12][CH3:13])(=[O:11])=[O:10])=[CH:4][C:3]=1I.[Si:15]([O:22][CH2:23][CH2:24][CH2:25][C:26]#[C:27][Si:28]([CH3:31])([CH3:30])[CH3:29])([C:18]([CH3:21])([CH3:20])[CH3:19])([CH3:17])[CH3:16].C(=O)([O-])[O-].[Na+].[Na+]. (2) Given the product [ClH:20].[Cl:20][C:12]1[N:13]=[CH:14][C:9]([NH2:8])=[CH:10][C:11]=1[F:19], predict the reactants needed to synthesize it. The reactants are: C(OC([NH:8][C:9]1[CH:10]=[C:11]([F:19])[C:12](C(OC)=O)=[N:13][CH:14]=1)=O)(C)(C)C.[ClH:20].O1CCOCC1. (3) Given the product [CH3:1][C@@:2]12[CH:10]([C:11]([C:13]([O-:15])=[O:14])=[CH2:12])[CH2:9][C@H:5]([C:6]1([CH3:7])[CH3:8])[CH2:4][CH2:3]2.[C:16]([OH:20])(=[O:19])[CH:17]=[CH2:18].[C:16]([O:20][CH3:21])(=[O:19])[CH:17]=[CH2:18], predict the reactants needed to synthesize it. The reactants are: [CH3:1][C@@:2]12[CH:10]([C:11]([C:13]([O-:15])=[O:14])=[CH2:12])[CH2:9][C@H:5]([C:6]1([CH3:8])[CH3:7])[CH2:4][CH2:3]2.[C:16]([O:20][CH3:21])(=[O:19])[CH:17]=[CH2:18].C(O)(=O)C=C.CCCCCCCCCC(C)C.C(C(CCCC)C(OOC(C)(CCC(OOC(=O)C(CC)CCCC)(C)C)C)=O)C. (4) Given the product [CH3:1][O:18][C:17]([C:14]1[C:13]2[N:8]=[CH:9][N:10]=[CH:11][C:12]=2[S:16][CH:15]=1)=[O:19], predict the reactants needed to synthesize it. The reactants are: [CH3:1][Si](C=[N+]=[N-])(C)C.[N:8]1[C:13]2[C:14]([C:17]([OH:19])=[O:18])=[CH:15][S:16][C:12]=2[CH:11]=[N:10][CH:9]=1. (5) Given the product [Cl:9][C:10]1[CH:11]=[C:12]([NH:13][C:5]2[C:4]([NH:13][C:12]3[CH:14]=[CH:15][CH:16]=[C:10]([Cl:9])[CH:11]=3)=[N:3][C:2](=[O:1])[C:7](=[O:8])[CH:6]=2)[CH:14]=[CH:15][CH:16]=1, predict the reactants needed to synthesize it. The reactants are: [OH:1][C:2]1[C:7]([OH:8])=[CH:6][CH:5]=[CH:4][N:3]=1.[Cl:9][C:10]1[CH:11]=[C:12]([CH:14]=[CH:15][CH:16]=1)[NH2:13]. (6) Given the product [N:3]1[N:11]2[C:6]([O:7][CH2:8][CH2:9][CH2:10]2)=[C:5]([C@H:12]([NH:14][C:30]([C@:25]2([CH3:35])[CH2:24][CH2:23][C:22]3[N:21]=[C:20]([C:17]([CH3:18])([CH3:19])[C:16]([F:34])([F:15])[F:33])[CH:29]=[CH:28][C:27]=3[CH2:26]2)=[O:32])[CH3:13])[CH:4]=1, predict the reactants needed to synthesize it. The reactants are: Cl.Cl.[N:3]1[N:11]2[C:6]([O:7][CH2:8][CH2:9][CH2:10]2)=[C:5]([C@H:12]([NH2:14])[CH3:13])[CH:4]=1.[F:15][C:16]([F:34])([F:33])[C:17]([C:20]1[CH:29]=[CH:28][C:27]2[CH2:26][C@H:25]([C:30]([OH:32])=O)[CH2:24][CH2:23][C:22]=2[N:21]=1)([CH3:19])[CH3:18].[CH:35](N(CC)C(C)C)(C)C.F[P-](F)(F)(F)(F)F.C[N+](C)=C(N(C)C)ON1C2N=CC=CC=2N=N1. (7) Given the product [CH2:25]([Sn:20]([CH2:16][CH2:17][CH2:18][CH3:19])([CH2:21][CH2:22][CH2:23][CH3:24])[C:13]1[O:14][C:10]2[CH:9]=[CH:8][C:7]([F:6])=[CH:15][C:11]=2[CH:12]=1)[CH2:26][CH2:27][CH3:28], predict the reactants needed to synthesize it. The reactants are: C([Li])CCC.[F:6][C:7]1[CH:8]=[CH:9][C:10]2[O:14][CH:13]=[CH:12][C:11]=2[CH:15]=1.[CH2:16]([Sn:20](Cl)([CH2:25][CH2:26][CH2:27][CH3:28])[CH2:21][CH2:22][CH2:23][CH3:24])[CH2:17][CH2:18][CH3:19].O. (8) Given the product [Cl:15][C:16]1[CH:24]=[C:23]([Cl:25])[CH:22]=[C:18]2[C:17]=1[CH2:21][C@H:20]([N:26]1[CH2:31][CH2:30][CH2:29][C@@H:28]([NH:32][C:33](=[O:39])[O:34][C:35]([CH3:38])([CH3:37])[CH3:36])[CH2:27]1)[C@H:19]2[O:40][C:61]1[CH:60]=[CH:59][C:58]([S:55](=[O:57])(=[O:56])[NH:54][CH2:53][CH2:52][O:51][CH2:50][CH2:49][O:48][CH2:47][CH2:46][NH:45][C:43](=[O:44])[C:42]([F:65])([F:41])[F:66])=[CH:63][CH:62]=1, predict the reactants needed to synthesize it. The reactants are: CC(OC(/N=N/C(OC(C)C)=O)=O)C.[Cl:15][C:16]1[CH:24]=[C:23]([Cl:25])[CH:22]=[C:21]2[C:17]=1[CH2:18][C@@H:19]([OH:40])[C@@H:20]2[N:26]1[CH2:31][CH2:30][CH2:29][C@@H:28]([NH:32][C:33](=[O:39])[O:34][C:35]([CH3:38])([CH3:37])[CH3:36])[CH2:27]1.[F:41][C:42]([F:66])([F:65])[C:43]([NH:45][CH2:46][CH2:47][O:48][CH2:49][CH2:50][O:51][CH2:52][CH2:53][NH:54][S:55]([C:58]1[CH:63]=[CH:62][C:61](O)=[CH:60][CH:59]=1)(=[O:57])=[O:56])=[O:44].C1C=CC(P(C2C=CC=CC=2)C2C=CC=CC=2)=CC=1. (9) Given the product [C:22]([NH:21][NH:20][C:18]([C:15]1[CH:16]=[CH:17][C:12]2[N:13]([C:9]([C:6]3[CH:7]=[CH:8][C:3]([S:2][CH3:1])=[CH:4][CH:5]=3)=[CH:10][N:11]=2)[CH:14]=1)=[O:19])(=[O:24])[CH3:23], predict the reactants needed to synthesize it. The reactants are: [CH3:1][S:2][C:3]1[CH:8]=[CH:7][C:6]([C:9]2[N:13]3[CH:14]=[C:15]([C:18]([NH:20][NH2:21])=[O:19])[CH:16]=[CH:17][C:12]3=[N:11][CH:10]=2)=[CH:5][CH:4]=1.[C:22](Cl)(=[O:24])[CH3:23].C(OCC)(=O)C. (10) The reactants are: [Cl:1][C:2]1[CH:3]=[C:4]([C:12]2[O:16][N:15]=[C:14]([C:17]3[C:27]4[O:26][CH2:25][CH2:24][N:23]([C:28]([O:30][C:31]([CH3:34])([CH3:33])[CH3:32])=[O:29])[CH:22]([CH2:35][CH2:36][CH2:37][C:38]([O:40]CC)=[O:39])[C:21]=4[CH:20]=[CH:19][CH:18]=3)[N:13]=2)[CH:5]=[N:6][C:7]=1[O:8][CH:9]([CH3:11])[CH3:10].[OH-].[Na+]. Given the product [CH3:7][CH2:2][CH2:3][CH:4]([CH3:12])[CH3:5].[Cl:1][C:2]1[CH:3]=[C:4]([C:12]2[O:16][N:15]=[C:14]([C:17]3[C:27]4[O:26][CH2:25][CH2:24][N:23]([C:28]([O:30][C:31]([CH3:32])([CH3:33])[CH3:34])=[O:29])[CH:22]([CH2:35][CH2:36][CH2:37][C:38]([OH:40])=[O:39])[C:21]=4[CH:20]=[CH:19][CH:18]=3)[N:13]=2)[CH:5]=[N:6][C:7]=1[O:8][CH:9]([CH3:11])[CH3:10], predict the reactants needed to synthesize it.